From a dataset of Forward reaction prediction with 1.9M reactions from USPTO patents (1976-2016). Predict the product of the given reaction. (1) The product is: [CH2:1]([N:8]1[CH2:12][C:11]([CH3:13])([CH3:14])[CH:10]([OH:33])[C:9]1=[O:15])[C:2]1[CH:7]=[CH:6][CH:5]=[CH:4][CH:3]=1. Given the reactants [CH2:1]([N:8]1[CH2:12][C:11]([CH3:14])([CH3:13])[CH2:10][C:9]1=[O:15])[C:2]1[CH:7]=[CH:6][CH:5]=[CH:4][CH:3]=1.[Li+].C[Si]([N-][Si](C)(C)C)(C)C.C1(S(N2C(C3C=CC=CC=3)O2)(=O)=[O:33])C=CC=CC=1, predict the reaction product. (2) Given the reactants C[O:2][C:3]1[CH:4]=[C:5]2[C:10](=[CH:11][C:12]=1[CH3:13])[CH:9]=[N:8][CH:7]=[CH:6]2.C[S-].[Na+], predict the reaction product. The product is: [OH:2][C:3]1[CH:4]=[C:5]2[C:10](=[CH:11][C:12]=1[CH3:13])[CH:9]=[N:8][CH:7]=[CH:6]2.